From a dataset of NCI-60 drug combinations with 297,098 pairs across 59 cell lines. Regression. Given two drug SMILES strings and cell line genomic features, predict the synergy score measuring deviation from expected non-interaction effect. (1) Drug 1: CC1=C(C(=CC=C1)Cl)NC(=O)C2=CN=C(S2)NC3=CC(=NC(=N3)C)N4CCN(CC4)CCO. Drug 2: COC1=C2C(=CC3=C1OC=C3)C=CC(=O)O2. Cell line: SW-620. Synergy scores: CSS=2.81, Synergy_ZIP=1.72, Synergy_Bliss=-4.77, Synergy_Loewe=-17.8, Synergy_HSA=-5.43. (2) Drug 1: CCC(=C(C1=CC=CC=C1)C2=CC=C(C=C2)OCCN(C)C)C3=CC=CC=C3.C(C(=O)O)C(CC(=O)O)(C(=O)O)O. Drug 2: C1=NC(=NC(=O)N1C2C(C(C(O2)CO)O)O)N. Cell line: A549. Synergy scores: CSS=5.08, Synergy_ZIP=-1.71, Synergy_Bliss=0.894, Synergy_Loewe=-2.90, Synergy_HSA=-2.71.